Dataset: Forward reaction prediction with 1.9M reactions from USPTO patents (1976-2016). Task: Predict the product of the given reaction. Given the reactants [CH:1]([C:3]1[CH:11]=[CH:10][CH:9]=[C:8]2[C:4]=1[CH2:5][CH2:6][C:7]2=[N:12][OH:13])=[CH2:2].[CH3:14][C:15]1[CH:20]=[CH:19][C:18]([S:21](Cl)(=[O:23])=[O:22])=[CH:17][CH:16]=1.[OH-].[Na+], predict the reaction product. The product is: [CH:1]([C:3]1[CH:11]=[CH:10][CH:9]=[C:8]2[C:4]=1[CH2:5][CH2:6][C:7]2=[N:12][O:13][S:21]([C:18]1[CH:19]=[CH:20][C:15]([CH3:14])=[CH:16][CH:17]=1)(=[O:23])=[O:22])=[CH2:2].